Dataset: Reaction yield outcomes from USPTO patents with 853,638 reactions. Task: Predict the reaction yield, written as a fraction of the theoretical maximum amount of product (1.0 means a 100% yield; for example, 0.34 means a 34% yield). (1) The reactants are [Cl-].O[NH3+:3].[C:4](=[O:7])([O-])[OH:5].[Na+].CS(C)=O.[CH2:13]([C:17]1[N:18]=[C:19]([CH3:46])[N:20]([C:39]2[CH:44]=[CH:43][C:42]([Cl:45])=[CH:41][CH:40]=2)[C:21](=[O:38])[C:22]=1[CH2:23][C:24]1[CH:29]=[CH:28][C:27]([C:30]2[C:31]([C:36]#[N:37])=[CH:32][CH:33]=[CH:34][CH:35]=2)=[CH:26][CH:25]=1)[CH2:14][CH2:15][CH3:16]. The catalyst is O.C(OCC)(=O)C. The product is [CH2:13]([C:17]1[N:18]=[C:19]([CH3:46])[N:20]([C:39]2[CH:44]=[CH:43][C:42]([Cl:45])=[CH:41][CH:40]=2)[C:21](=[O:38])[C:22]=1[CH2:23][C:24]1[CH:25]=[CH:26][C:27]([C:30]2[CH:35]=[CH:34][CH:33]=[CH:32][C:31]=2[C:36]2[NH:3][C:4](=[O:7])[O:5][N:37]=2)=[CH:28][CH:29]=1)[CH2:14][CH2:15][CH3:16]. The yield is 0.550. (2) The product is [Cl:1][C:2]1[CH:3]=[C:4]([CH:24]=[CH:25][C:26]=1[S:27][C:28]1[N:32]([CH2:34][CH2:35][O:36][CH3:37])[CH:31]=[CH:30][N:29]=1)[NH:5][C:6]1[C:15]2[C:10](=[CH:11][CH:12]=[CH:13][C:14]=2[O:16][CH:17]2[CH2:22][CH2:21][N:20]([CH3:23])[CH2:19][CH2:18]2)[N:9]=[CH:8][N:7]=1. The reactants are [Cl:1][C:2]1[CH:3]=[C:4]([CH:24]=[CH:25][C:26]=1[S:27][C:28]1[NH:29][CH:30]=[CH:31][N:32]=1)[NH:5][C:6]1[C:15]2[C:10](=[CH:11][CH:12]=[CH:13][C:14]=2[O:16][CH:17]2[CH2:22][CH2:21][N:20]([CH3:23])[CH2:19][CH2:18]2)[N:9]=[CH:8][N:7]=1.Br[CH2:34][CH2:35][O:36][CH3:37]. No catalyst specified. The yield is 0.610. (3) The reactants are [Cl:1][C:2]1[CH:3]=[C:4]([CH2:8][O:9][C:10]2[CH:11]=[CH:12][C:13]([CH3:27])=[C:14]([CH:26]=2)[C:15]([O:17]CC2C=CC=C(Cl)C=2)=[O:16])[CH:5]=[CH:6][CH:7]=1.O.[OH-].[Li+]. The catalyst is O1CCOCC1. The product is [Cl:1][C:2]1[CH:3]=[C:4]([CH2:8][O:9][C:10]2[CH:11]=[CH:12][C:13]([CH3:27])=[C:14]([CH:26]=2)[C:15]([OH:17])=[O:16])[CH:5]=[CH:6][CH:7]=1. The yield is 0.120. (4) The reactants are C(O[C:5](=[O:7])[CH3:6])(=O)C.[CH2:8]([N:15]1[CH2:20][CH2:19][C:18]([NH:27][C:28]2[CH:33]=[CH:32][CH:31]=[CH:30][C:29]=2[CH3:34])([C:21]2[S:22][CH:23]=[C:24]([CH3:26])[N:25]=2)[CH2:17][CH2:16]1)[C:9]1[CH:14]=[CH:13][CH:12]=[CH:11][CH:10]=1. No catalyst specified. The product is [CH2:8]([N:15]1[CH2:20][CH2:19][C:18]([N:27]([C:28]2[CH:33]=[CH:32][CH:31]=[CH:30][C:29]=2[CH3:34])[C:5](=[O:7])[CH3:6])([C:21]2[S:22][CH:23]=[C:24]([CH3:26])[N:25]=2)[CH2:17][CH2:16]1)[C:9]1[CH:10]=[CH:11][CH:12]=[CH:13][CH:14]=1. The yield is 0.0700. (5) The reactants are [Cl:1][C:2]1[CH:3]=[CH:4][C:5]([SH:11])=[C:6]([CH:10]=1)[C:7]([OH:9])=O.[C:12]([C:14]1[CH:19]=[CH:18][CH:17]=[CH:16][N:15]=1)#[N:13]. The catalyst is N1C=CC=CC=1. The product is [Cl:1][C:2]1[CH:3]=[CH:4][C:5]2[S:11][C:12]([C:14]3[CH:19]=[CH:18][CH:17]=[CH:16][N:15]=3)=[N:13][C:7](=[O:9])[C:6]=2[CH:10]=1. The yield is 0.270. (6) The reactants are [N+:1]([C:4]1[CH:12]=[C:8]([C:9]([OH:11])=O)[C:7]([OH:13])=[CH:6][CH:5]=1)([O-:3])=[O:2].[F:14][C:15]([F:28])([F:27])[C:16]1[CH:17]=[C:18]([CH:20]=[C:21]([C:23]([F:26])([F:25])[F:24])[CH:22]=1)[NH2:19]. No catalyst specified. The product is [F:14][C:15]([F:27])([F:28])[C:16]1[CH:17]=[C:18]([NH:19][C:9](=[O:11])[C:8]2[CH:12]=[C:4]([N+:1]([O-:3])=[O:2])[CH:5]=[CH:6][C:7]=2[OH:13])[CH:20]=[C:21]([C:23]([F:24])([F:26])[F:25])[CH:22]=1. The yield is 0.572.